From a dataset of Reaction yield outcomes from USPTO patents with 853,638 reactions. Predict the reaction yield, written as a fraction of the theoretical maximum amount of product (1.0 means a 100% yield; for example, 0.34 means a 34% yield). (1) The reactants are [Br:1][CH2:2][CH2:3][CH2:4]Br.[F:6][C:7]1[CH:8]=[CH:9][C:10]([CH2:33][CH2:34][C:35]2[CH:40]=[CH:39][C:38]([OH:41])=[CH:37][C:36]=2[CH3:42])=[C:11]([C:13]2[N:18]=[C:17]([N:19]3[C:23]([C:24]([F:27])([F:26])[F:25])=[C:22]([C:28]([O:30][CH2:31][CH3:32])=[O:29])[CH:21]=[N:20]3)[CH:16]=[CH:15][CH:14]=2)[CH:12]=1.C([O-])([O-])=O.[Cs+].[Cs+]. The catalyst is C(#N)C. The product is [Br:1][CH2:2][CH2:3][CH2:4][O:41][C:38]1[CH:39]=[CH:40][C:35]([CH2:34][CH2:33][C:10]2[CH:9]=[CH:8][C:7]([F:6])=[CH:12][C:11]=2[C:13]2[N:18]=[C:17]([N:19]3[C:23]([C:24]([F:27])([F:26])[F:25])=[C:22]([C:28]([O:30][CH2:31][CH3:32])=[O:29])[CH:21]=[N:20]3)[CH:16]=[CH:15][CH:14]=2)=[C:36]([CH3:42])[CH:37]=1. The yield is 0.450. (2) The reactants are [Br:1][C:2]1[CH:7]=[C:6]([O:8][CH3:9])[CH:5]=[C:4]([CH3:10])[N+:3]=1[O-].P(Cl)(Cl)Cl. The catalyst is C(OCC)(=O)C. The product is [Br:1][C:2]1[CH:7]=[C:6]([O:8][CH3:9])[CH:5]=[C:4]([CH3:10])[N:3]=1. The yield is 0.790. (3) The reactants are [C:1]([C:4]1[CH:9]=[CH:8][C:7]([O:10][CH3:11])=[CH:6][C:5]=1[NH:12][C:13]([C:15]1[CH:20]=[CH:19][CH:18]=[CH:17][N:16]=1)=O)(=[O:3])[CH3:2].CC([O-])(C)C.[K+].C1COCC1. The catalyst is C1COCC1. The product is [CH3:11][O:10][C:7]1[CH:6]=[C:5]2[C:4]([C:1]([OH:3])=[CH:2][C:13]([C:15]3[CH:20]=[CH:19][CH:18]=[CH:17][N:16]=3)=[N:12]2)=[CH:9][CH:8]=1. The yield is 0.840. (4) The reactants are O=[C:2]1[CH2:7][CH2:6][CH:5]([CH2:8][C:9]([OH:11])=[O:10])[CH2:4][CH2:3]1.[N:12]1([C:18]([O:20][C:21]([CH3:24])([CH3:23])[CH3:22])=[O:19])[CH2:17][CH2:16][NH:15][CH2:14][CH2:13]1. The catalyst is CO.[Pd]. The product is [C:21]([O:20][C:18]([N:12]1[CH2:17][CH2:16][N:15]([CH:2]2[CH2:7][CH2:6][CH:5]([CH2:8][C:9]([OH:11])=[O:10])[CH2:4][CH2:3]2)[CH2:14][CH2:13]1)=[O:19])([CH3:24])([CH3:22])[CH3:23]. The yield is 0.990. (5) The reactants are [C:1]([C:3]1[C:4]([C:20]([F:23])([F:22])[F:21])=[C:5]2[C:9](=[CH:10][CH:11]=1)[N:8]([CH2:12][C:13](=[NH:16])[NH:14][OH:15])[C:7]([CH2:17][CH2:18][CH3:19])=[CH:6]2)#[N:2].[Cl:24][C:25]1[CH:26]=[C:27]2[C:36]([CH3:37])=[N:35][N:34]([CH3:38])[C:28]2=[N:29][C:30]=1[C:31](Cl)=O.C(N(CC)CC)C. The catalyst is C(#N)C. The product is [Cl:24][C:25]1[CH:26]=[C:27]2[C:36]([CH3:37])=[N:35][N:34]([CH3:38])[C:28]2=[N:29][C:30]=1[C:31]1[O:15][N:14]=[C:13]([CH2:12][N:8]2[C:9]3[C:5](=[C:4]([C:20]([F:22])([F:23])[F:21])[C:3]([C:1]#[N:2])=[CH:11][CH:10]=3)[CH:6]=[C:7]2[CH2:17][CH2:18][CH3:19])[N:16]=1. The yield is 0.770. (6) The reactants are [F:1][C:2]1[CH:7]=[C:6]([S:8][CH3:9])[CH:5]=[CH:4][C:3]=1[NH:10][C:11]1[C:12]([C:19]([O:21]C)=O)=[N:13][N:14]([CH3:18])[C:15](=[O:17])[CH:16]=1.[CH:23]([O:25][CH2:26][CH2:27][O:28][NH2:29])=[CH2:24].[Li+].C[Si]([N-][Si](C)(C)C)(C)C. The catalyst is C1COCC1. The product is [F:1][C:2]1[CH:7]=[C:6]([S:8][CH3:9])[CH:5]=[CH:4][C:3]=1[NH:10][C:11]1[C:12]([C:19]([NH:29][O:28][CH2:27][CH2:26][O:25][CH:23]=[CH2:24])=[O:21])=[N:13][N:14]([CH3:18])[C:15](=[O:17])[CH:16]=1. The yield is 0.990. (7) The yield is 1.00. The catalyst is C(Cl)Cl.C(O)(C(F)(F)F)=O. The reactants are C([O:5][C:6](=[O:33])[CH2:7][N:8]1[C:12]2=[N:13][C:14]([C:17]([O:19][CH3:20])=[O:18])=[CH:15][CH:16]=[C:11]2[C:10]([CH:21]2[CH2:26][CH2:25][CH2:24][CH2:23][CH2:22]2)=[C:9]1[C:27]1[CH:32]=[CH:31][CH:30]=[CH:29][CH:28]=1)(C)(C)C. The product is [CH:21]1([C:10]2[C:11]3[C:12](=[N:13][C:14]([C:17]([O:19][CH3:20])=[O:18])=[CH:15][CH:16]=3)[N:8]([CH2:7][C:6]([OH:33])=[O:5])[C:9]=2[C:27]2[CH:32]=[CH:31][CH:30]=[CH:29][CH:28]=2)[CH2:22][CH2:23][CH2:24][CH2:25][CH2:26]1. (8) The reactants are CO[C:3](=O)[CH2:4][CH2:5][CH2:6]C1C=CC(OCCBr)=CC=1.C(N[C:23]1[CH:28]=[CH:27][CH:26]=[CH:25][N:24]=1)CCC.[I-].[K+].C[O:32][C:33](=[O:57])[CH2:34][CH2:35][CH2:36][C:37]1[CH:42]=[CH:41][C:40]([O:43][CH2:44][CH2:45][N:46](C(CC)C)C2C=CC=CN=2)=[CH:39][CH:38]=1.[OH-].[Na+]. The catalyst is O1CCCC1.CO.C(OCC)(=O)C.C(N(CC)CC)C. The product is [CH2:3]([C:23]1[C:28]([NH:46][CH2:45][CH2:44][O:43][C:40]2[CH:39]=[CH:38][C:37]([CH2:36][CH2:35][CH2:34][C:33]([OH:57])=[O:32])=[CH:42][CH:41]=2)=[CH:27][CH:26]=[CH:25][N:24]=1)[CH2:4][CH2:5][CH3:6]. The yield is 0.110. (9) The reactants are [CH3:1][N:2]1[C:6]2=[N:7][CH:8]=[C:9]([N+:12]([O-:14])=[O:13])[C:10]([CH3:11])=[C:5]2[C:4](B2OC(C)(C)C(C)(C)O2)=[CH:3]1.FC(F)(F)S(O[C:30]1[CH2:37][C:34]2([CH2:36][CH2:35]2)[N:33]([C:38]([O:40][C:41]([CH3:44])([CH3:43])[CH3:42])=[O:39])[CH2:32][CH:31]=1)(=O)=O.[O-]P([O-])([O-])=O.[K+].[K+].[K+].O.C([O-])(O)=O.[Na+]. The catalyst is O1CCOCC1.C1C=CC([P]([Pd]([P](C2C=CC=CC=2)(C2C=CC=CC=2)C2C=CC=CC=2)([P](C2C=CC=CC=2)(C2C=CC=CC=2)C2C=CC=CC=2)[P](C2C=CC=CC=2)(C2C=CC=CC=2)C2C=CC=CC=2)(C2C=CC=CC=2)C2C=CC=CC=2)=CC=1.C(Cl)Cl. The product is [CH3:1][N:2]1[C:6]2=[N:7][CH:8]=[C:9]([N+:12]([O-:14])=[O:13])[C:10]([CH3:11])=[C:5]2[C:4]([C:30]2[CH2:37][C:34]3([CH2:35][CH2:36]3)[N:33]([C:38]([O:40][C:41]([CH3:44])([CH3:43])[CH3:42])=[O:39])[CH2:32][CH:31]=2)=[CH:3]1. The yield is 0.790.